From a dataset of Full USPTO retrosynthesis dataset with 1.9M reactions from patents (1976-2016). Predict the reactants needed to synthesize the given product. (1) Given the product [C:1]([CH2:3][C:4]([N:6]1[CH2:10][CH2:9][CH2:8][C@@H:7]1[CH2:11][N:12]1[C:16]2[CH:17]=[C:18]([CH2:21][NH:36][CH2:35][C:18]([CH3:21])([CH3:19])[CH3:17])[CH:19]=[CH:20][C:15]=2[N:14]=[C:13]1[NH:23][C:24]([C:26]1[S:27][C:28]([CH:31]([F:32])[F:33])=[CH:29][CH:30]=1)=[O:25])=[O:5])#[N:2], predict the reactants needed to synthesize it. The reactants are: [C:1]([CH2:3][C:4]([N:6]1[CH2:10][CH2:9][CH2:8][C@@H:7]1[CH2:11][N:12]1[C:16]2[CH:17]=[C:18]([CH:21]=O)[CH:19]=[CH:20][C:15]=2[N:14]=[C:13]1[NH:23][C:24]([C:26]1[S:27][C:28]([CH:31]([F:33])[F:32])=[CH:29][CH:30]=1)=[O:25])=[O:5])#[N:2].[BH3-][C:35]#[N:36].[Na+]. (2) Given the product [F:1][C:2]1[CH:7]=[CH:6][C:5]([C:8]2[NH:12][C:11]([C@@H:13]3[CH2:17][CH2:16][CH2:15][N:14]3[C:18]([C@:20]34[CH2:64][CH2:63][C@@H:62]([C:65]([CH3:67])=[CH2:66])[C@@H:21]3[C@@H:22]3[C@@:35]([CH3:38])([CH2:36][CH2:37]4)[C@@:34]4([CH3:39])[C@@H:25]([C@:26]5([CH3:61])[C@@H:31]([CH2:32][CH2:33]4)[C:30]([CH3:40])([CH3:41])[C@@H:29]([O:69][C:68]([CH:4]4[CH2:3][CH:77]([C:75]([OH:74])=[O:76])[C:5]4([CH3:8])[CH3:6])=[O:70])[CH2:28][CH2:27]5)[CH2:24][CH2:23]3)=[O:19])=[N:10][CH:9]=2)=[CH:4][CH:3]=1, predict the reactants needed to synthesize it. The reactants are: [F:1][C:2]1[CH:7]=[CH:6][C:5]([C:8]2[NH:12][C:11]([C@@H:13]3[CH2:17][CH2:16][CH2:15][N:14]3[C:18]([C@:20]34[CH2:64][CH2:63][C@@H:62]([C:65]([CH3:67])=[CH2:66])[C@@H:21]3[C@@H:22]3[C@@:35]([CH3:38])([CH2:36][CH2:37]4)[C@@:34]4([CH3:39])[C@@H:25]([C@@:26]5([CH3:61])[C@H:31]([CH2:32][CH2:33]4)[C:30]([CH3:41])([CH3:40])[C@@H:29](C4(C([O-])=O)CC(C(OCC6C=CC=CC=6)=O)C4(C)C)[CH2:28][CH2:27]5)[CH2:24][CH2:23]3)=[O:19])=[N:10][CH:9]=2)=[CH:4][CH:3]=1.[CH:68]([O-:70])=[O:69].[NH4+].CC[O:74][C:75]([CH3:77])=[O:76].CO. (3) Given the product [CH2:9]([O:11][C:12](=[O:25])[N:13]([CH2:1][C:2]1[CH:7]=[CH:6][CH:5]=[CH:4][CH:3]=1)[C:14]1[CH:19]=[C:18]([Cl:20])[N:17]=[C:16]([Cl:21])[C:15]=1[N+:22]([O-:24])=[O:23])[CH3:10], predict the reactants needed to synthesize it. The reactants are: [CH2:1](Br)[C:2]1[CH:7]=[CH:6][CH:5]=[CH:4][CH:3]=1.[CH2:9]([O:11][C:12](=[O:25])[NH:13][C:14]1[CH:19]=[C:18]([Cl:20])[N:17]=[C:16]([Cl:21])[C:15]=1[N+:22]([O-:24])=[O:23])[CH3:10].C(=O)([O-])[O-].[K+].[K+]. (4) Given the product [CH3:1][N:2]([CH2:13][C:14]1[NH:18][C:17]2[CH:19]=[CH:20][CH:21]=[C:22]([C:35]([NH:34][CH:38]3[CH2:37][CH2:45][NH:44][CH2:41]3)=[O:39])[C:16]=2[N:15]=1)[CH:3]1[C:12]2[N:11]=[CH:10][CH:9]=[CH:8][C:7]=2[CH2:6][CH2:5][CH2:4]1, predict the reactants needed to synthesize it. The reactants are: [CH3:1][N:2]([CH2:13][C:14]1[NH:18][C:17]2[CH:19]=[CH:20][CH:21]=[C:22](C(O)=O)[C:16]=2[N:15]=1)[CH:3]1[C:12]2[N:11]=[CH:10][CH:9]=[CH:8][C:7]=2[CH2:6][CH2:5][CH2:4]1.[O:39]=[C:35]1[N:34](P(Cl)([N:34]2[CH2:38][CH2:37]O[C:35]2=[O:39])=O)[CH2:38][CH2:37]O1.[CH:41]([N:44](CC)[CH:45](C)C)(C)C. (5) Given the product [C:52]([C:48]1([C:45]2[N:46]=[CH:47][C:42]([C:2]3[N:11]=[CH:10][C:9]4[CH2:8][N:7]([C:12]5[C:13]([F:24])=[C:14]([CH:19]=[C:20]([O:22][CH3:23])[CH:21]=5)[C:15]([NH:17][CH3:18])=[O:16])[C:6](=[O:25])[N:5]([CH2:26][CH3:27])[C:4]=4[CH:3]=3)=[CH:43][CH:44]=2)[CH2:51][CH2:50][CH2:49]1)#[N:53], predict the reactants needed to synthesize it. The reactants are: Cl[C:2]1[N:11]=[CH:10][C:9]2[CH2:8][N:7]([C:12]3[C:13]([F:24])=[C:14]([CH:19]=[C:20]([O:22][CH3:23])[CH:21]=3)[C:15]([NH:17][CH3:18])=[O:16])[C:6](=[O:25])[N:5]([CH2:26][CH3:27])[C:4]=2[CH:3]=1.C([O-])([O-])=O.[Na+].[Na+].CC1(C)C(C)(C)OB([C:42]2[CH:43]=[CH:44][C:45]([C:48]3([C:52]#[N:53])[CH2:51][CH2:50][CH2:49]3)=[N:46][CH:47]=2)O1.CC(O)(C)C. (6) Given the product [N:8]1([C:11]2[N:12]([CH2:22][CH3:23])[C:13](=[O:21])[NH:14][C:15](=[O:20])[C:16]=2[CH:17]([CH3:19])[CH3:18])[C:9]2[CH:10]=[CH:2][CH:3]=[CH:4][C:24]=2[N:25]=[CH:7]1, predict the reactants needed to synthesize it. The reactants are: Cl[C:2]1[CH:3]=[C:4]([C:24]#[N:25])C2C=[CH:7][N:8]([C:11]3[N:12]([CH2:22][CH3:23])[C:13](=[O:21])[NH:14][C:15](=[O:20])[C:16]=3[CH:17]([CH3:19])[CH3:18])[C:9]=2[CH:10]=1.N1C2C=CC=CC=2NC=1. (7) Given the product [F:1][C:2]1[CH:12]=[C:11]([C:13]2[CH:14]=[N:15][C:16]([O:19][CH2:20][CH:21]3[CH2:22][CH2:23][N:24]([CH2:27][C:28]4([C:32]([F:34])([F:35])[F:33])[CH2:31][CH2:30][CH2:29]4)[CH2:25][CH2:26]3)=[N:17][CH:18]=2)[CH:10]=[CH:9][C:3]=1[C:4]([OH:6])=[O:5], predict the reactants needed to synthesize it. The reactants are: [F:1][C:2]1[CH:12]=[C:11]([C:13]2[CH:14]=[N:15][C:16]([O:19][CH2:20][CH:21]3[CH2:26][CH2:25][N:24]([CH2:27][C:28]4([C:32]([F:35])([F:34])[F:33])[CH2:31][CH2:30][CH2:29]4)[CH2:23][CH2:22]3)=[N:17][CH:18]=2)[CH:10]=[CH:9][C:3]=1[C:4]([O:6]CC)=[O:5].O[Li].O.